This data is from Forward reaction prediction with 1.9M reactions from USPTO patents (1976-2016). The task is: Predict the product of the given reaction. (1) Given the reactants Cl[C:2]1[C:7]([C:8]([O:10][CH2:11][CH3:12])=[O:9])=[CH:6][N:5]=[C:4]([Cl:13])[CH:3]=1.[CH3:14][NH2:15], predict the reaction product. The product is: [Cl:13][C:4]1[CH:3]=[C:2]([NH:15][CH3:14])[C:7]([C:8]([O:10][CH2:11][CH3:12])=[O:9])=[CH:6][N:5]=1. (2) The product is: [CH3:15][C:13]1[N:14]=[C:10]([NH:9][C:8]([N:31]2[C@@H:32]3[CH2:36][N:35]([CH2:34][CH2:33]3)[C:29]3[CH:28]=[CH:27][C:26]([CH:22]4[CH2:23][CH2:24][CH2:25][CH:20]([C:19]([F:18])([F:38])[F:39])[CH2:21]4)=[N:37][C:30]2=3)=[O:17])[S:11][C:12]=1[CH3:16]. Given the reactants C1(O[C:8](=[O:17])[NH:9][C:10]2[S:11][C:12]([CH3:16])=[C:13]([CH3:15])[N:14]=2)C=CC=CC=1.[F:18][C:19]([F:39])([F:38])[CH:20]1[CH2:25][CH2:24][CH2:23][CH:22]([C:26]2[CH:27]=[CH:28][C:29]3[N:35]4[CH2:36][C@H:32]([CH2:33][CH2:34]4)[NH:31][C:30]=3[N:37]=2)[CH2:21]1, predict the reaction product.